Dataset: Catalyst prediction with 721,799 reactions and 888 catalyst types from USPTO. Task: Predict which catalyst facilitates the given reaction. (1) Reactant: [CH2:1]([N:8]1[C:16]2[C:15](=[O:17])[NH:14][C:13](=[O:18])[N:12]([CH3:19])[C:11]=2[N:10]=[C:9]1[CH3:20])[C:2]1[CH:7]=[CH:6][CH:5]=[CH:4][CH:3]=1.[H-].[Na+].[C:23]([O:26][CH:27]([CH3:33])[CH2:28][CH2:29][CH2:30][CH2:31][Cl:32])(=[O:25])[CH3:24]. Product: [C:23]([O:26][CH:27]([CH3:33])[CH2:28][CH2:29][CH2:30][CH2:31][Cl:32])(=[O:25])[CH3:24].[C:23]([O:26][C@H:27]([CH3:33])[CH2:28][CH2:29][CH2:30][CH2:31][N:14]1[C:15](=[O:17])[C:16]2[N:8]([CH2:1][C:2]3[CH:7]=[CH:6][CH:5]=[CH:4][CH:3]=3)[C:9]([CH3:20])=[N:10][C:11]=2[N:12]([CH3:19])[C:13]1=[O:18])(=[O:25])[CH3:24]. The catalyst class is: 16. (2) Reactant: [CH2:1]([O:3][C:4]([C:6]1[CH:11]=[C:10]([CH2:12]Br)[CH:9]=[C:8]([C:14]([O:16][CH2:17][CH3:18])=[O:15])[CH:7]=1)=[O:5])[CH3:2].C[Si]([C:23]#[N:24])(C)C.[F-].C([N+](CCCC)(CCCC)CCCC)CCC. Product: [C:23]([CH2:12][C:10]1[CH:9]=[C:8]([C:14]([O:16][CH2:17][CH3:18])=[O:15])[CH:7]=[C:6]([C:4]([O:3][CH2:1][CH3:2])=[O:5])[CH:11]=1)#[N:24]. The catalyst class is: 23. (3) The catalyst class is: 9. Reactant: Cl.[C:2]1([CH2:8][C:9]([NH2:11])=[NH:10])[CH:7]=[CH:6][CH:5]=[CH:4][CH:3]=1.[C:12]([C:15](=[CH:21]OCC)[C:16]([O:18][CH2:19][CH3:20])=[O:17])(=O)[CH3:13].C([O-])(=O)C.[Na+]. Product: [CH2:8]([C:9]1[N:11]=[C:12]([CH3:13])[C:15]([C:16]([O:18][CH2:19][CH3:20])=[O:17])=[CH:21][N:10]=1)[C:2]1[CH:7]=[CH:6][CH:5]=[CH:4][CH:3]=1. (4) Reactant: Cl.[CH2:2]([O:4][C:5]1[CH:10]=[CH:9][CH:8]=[CH:7][C:6]=1[NH:11][NH2:12])[CH3:3].[OH-].[Na+]. Product: [CH2:2]([O:4][C:5]1[CH:10]=[CH:9][CH:8]=[CH:7][C:6]=1[N:11]1[C:6]([NH2:11])=[CH:5][C:10]([CH3:9])=[N:12]1)[CH3:3]. The catalyst class is: 33. (5) Reactant: [C:1]([O:5][C:6]([N:8]1[CH2:17][CH2:16][C:15]2[C:10](=[CH:11][C:12]([CH2:18][CH2:19][OH:20])=[CH:13][CH:14]=2)[CH2:9]1)=[O:7])([CH3:4])([CH3:3])[CH3:2].N1C=CC=CC=1.[CH3:27][C:28]1[CH:33]=[CH:32][C:31]([S:34](Cl)(=[O:36])=[O:35])=[CH:30][CH:29]=1. Product: [C:1]([O:5][C:6]([N:8]1[CH2:17][CH2:16][C:15]2[C:10](=[CH:11][C:12]([CH2:18][CH2:19][O:20][S:34]([C:31]3[CH:32]=[CH:33][C:28]([CH3:27])=[CH:29][CH:30]=3)(=[O:36])=[O:35])=[CH:13][CH:14]=2)[CH2:9]1)=[O:7])([CH3:4])([CH3:3])[CH3:2]. The catalyst class is: 2. (6) Reactant: [CH3:1][S:2][C:3]1[CH:4]=[C:5]([C:9]2[CH2:10][CH2:11][N:12]([CH2:15][CH2:16][CH3:17])[CH2:13][CH:14]=2)[CH:6]=[CH:7][CH:8]=1.Cl. Product: [CH3:1][S:2][C:3]1[CH:4]=[C:5]([CH:9]2[CH2:14][CH2:13][N:12]([CH2:15][CH2:16][CH3:17])[CH2:11][CH2:10]2)[CH:6]=[CH:7][CH:8]=1. The catalyst class is: 63.